This data is from Forward reaction prediction with 1.9M reactions from USPTO patents (1976-2016). The task is: Predict the product of the given reaction. (1) Given the reactants [C:1]([O:7][CH2:8][CH2:9][C@@H:10]1[O:38][C@@H:14]2[C@@H:15]([OH:37])[C@@H:16]3[O:21][C@H:20]([CH2:22][CH:23]([OH:26])[CH2:24][OH:25])[C@H:19]([O:27][Si:28]([CH:34]([CH3:36])[CH3:35])([CH:31]([CH3:33])[CH3:32])[O:29][CH3:30])[C@@H:17]3[O:18][C@H:13]2[CH2:12][CH2:11]1)(=[O:6])[C:2]([CH3:5])([CH3:4])[CH3:3].CO[C:41](OC)([CH3:43])[CH3:42].C1(C)C=CC(S([O-])(=O)=O)=CC=1.[NH+]1C=CC=CC=1.C([O-])(O)=O.[Na+].[Na+].[Cl-], predict the reaction product. The product is: [C:1]([O:7][CH2:8][CH2:9][C@@H:10]1[O:38][C@@H:14]2[C@@H:15]([OH:37])[C@@H:16]3[O:21][C@H:20]([CH2:22][CH:23]4[CH2:24][O:25][C:41]([CH3:43])([CH3:42])[O:26]4)[C@H:19]([O:27][Si:28]([CH:34]([CH3:36])[CH3:35])([CH:31]([CH3:32])[CH3:33])[O:29][CH3:30])[C@@H:17]3[O:18][C@H:13]2[CH2:12][CH2:11]1)(=[O:6])[C:2]([CH3:5])([CH3:4])[CH3:3]. (2) The product is: [CH2:21]([CH:20]([C:19]1[C:14]2[N:15]([C:11]([C:4]3[S:3][C:2]([N:34]([CH3:35])[CH3:33])=[N:6][C:5]=3[C:7]([F:10])([F:9])[F:8])=[C:12]([CH3:26])[N:13]=2)[N:16]=[C:17]([CH3:25])[CH:18]=1)[CH2:23][CH3:24])[CH3:22]. Given the reactants Br[C:2]1[S:3][C:4]([C:11]2[N:15]3[N:16]=[C:17]([CH3:25])[CH:18]=[C:19]([CH:20]([CH2:23][CH3:24])[CH2:21][CH3:22])[C:14]3=[N:13][C:12]=2[CH3:26])=[C:5]([C:7]([F:10])([F:9])[F:8])[N:6]=1.C(=O)([O-])[O-].[Cs+].[Cs+].[CH3:33][NH:34][CH3:35], predict the reaction product.